Task: Predict the reaction yield, written as a fraction of the theoretical maximum amount of product (1.0 means a 100% yield; for example, 0.34 means a 34% yield).. Dataset: Reaction yield outcomes from USPTO patents with 853,638 reactions The reactants are [Cl:1][C:2]1[CH:7]=[CH:6][C:5]([C:8]2[C:17]3[C:12](=[CH:13][CH:14]=[C:15]([C:18]([OH:20])=O)[CH:16]=3)[CH:11]=[N:10][CH:9]=2)=[CH:4][CH:3]=1.C(N(CC)C(C)C)(C)C.F[P-](F)(F)(F)(F)F.N1(OC(N(C)C)=[N+](C)C)C2N=CC=CC=2N=N1.[CH3:54][S:55]([CH2:58][CH2:59][NH2:60])(=[O:57])=[O:56]. The catalyst is CN(C)C=O. The product is [Cl:1][C:2]1[CH:3]=[CH:4][C:5]([C:8]2[C:17]3[C:12](=[CH:13][CH:14]=[C:15]([C:18]([NH:60][CH2:59][CH2:58][S:55]([CH3:54])(=[O:57])=[O:56])=[O:20])[CH:16]=3)[CH:11]=[N:10][CH:9]=2)=[CH:6][CH:7]=1. The yield is 0.440.